Regression. Given two drug SMILES strings and cell line genomic features, predict the synergy score measuring deviation from expected non-interaction effect. From a dataset of NCI-60 drug combinations with 297,098 pairs across 59 cell lines. (1) Drug 1: CN(CC1=CN=C2C(=N1)C(=NC(=N2)N)N)C3=CC=C(C=C3)C(=O)NC(CCC(=O)O)C(=O)O. Drug 2: C1C(C(OC1N2C=NC3=C(N=C(N=C32)Cl)N)CO)O. Cell line: OVCAR-8. Synergy scores: CSS=50.1, Synergy_ZIP=-11.7, Synergy_Bliss=-20.6, Synergy_Loewe=-18.1, Synergy_HSA=-16.3. (2) Drug 2: CC(CN1CC(=O)NC(=O)C1)N2CC(=O)NC(=O)C2. Synergy scores: CSS=73.1, Synergy_ZIP=-4.29, Synergy_Bliss=-2.92, Synergy_Loewe=-2.41, Synergy_HSA=-0.218. Drug 1: CCC1=CC2CC(C3=C(CN(C2)C1)C4=CC=CC=C4N3)(C5=C(C=C6C(=C5)C78CCN9C7C(C=CC9)(C(C(C8N6C)(C(=O)OC)O)OC(=O)C)CC)OC)C(=O)OC.C(C(C(=O)O)O)(C(=O)O)O. Cell line: HT29. (3) Cell line: DU-145. Drug 1: C1C(C(OC1N2C=C(C(=O)NC2=O)F)CO)O. Drug 2: C1=CN(C(=O)N=C1N)C2C(C(C(O2)CO)O)O.Cl. Synergy scores: CSS=33.3, Synergy_ZIP=-4.71, Synergy_Bliss=3.13, Synergy_Loewe=2.85, Synergy_HSA=4.69. (4) Drug 1: CC1OCC2C(O1)C(C(C(O2)OC3C4COC(=O)C4C(C5=CC6=C(C=C35)OCO6)C7=CC(=C(C(=C7)OC)O)OC)O)O. Drug 2: C1C(C(OC1N2C=NC3=C(N=C(N=C32)Cl)N)CO)O. Cell line: M14. Synergy scores: CSS=12.9, Synergy_ZIP=-6.30, Synergy_Bliss=2.55, Synergy_Loewe=-1.24, Synergy_HSA=1.85. (5) Drug 1: CCC1(CC2CC(C3=C(CCN(C2)C1)C4=CC=CC=C4N3)(C5=C(C=C6C(=C5)C78CCN9C7C(C=CC9)(C(C(C8N6C=O)(C(=O)OC)O)OC(=O)C)CC)OC)C(=O)OC)O.OS(=O)(=O)O. Drug 2: CC1=C(C=C(C=C1)C(=O)NC2=CC(=CC(=C2)C(F)(F)F)N3C=C(N=C3)C)NC4=NC=CC(=N4)C5=CN=CC=C5. Cell line: OVCAR-4. Synergy scores: CSS=12.2, Synergy_ZIP=-3.57, Synergy_Bliss=3.13, Synergy_Loewe=3.26, Synergy_HSA=3.47. (6) Drug 1: CC(C)CN1C=NC2=C1C3=CC=CC=C3N=C2N. Drug 2: CC1C(C(CC(O1)OC2CC(CC3=C2C(=C4C(=C3O)C(=O)C5=CC=CC=C5C4=O)O)(C(=O)C)O)N)O. Cell line: T-47D. Synergy scores: CSS=33.9, Synergy_ZIP=5.10, Synergy_Bliss=5.99, Synergy_Loewe=-19.5, Synergy_HSA=3.15. (7) Drug 1: CN1C2=C(C=C(C=C2)N(CCCl)CCCl)N=C1CCCC(=O)O.Cl. Drug 2: C1C(C(OC1N2C=NC3=C2NC=NCC3O)CO)O. Cell line: SK-MEL-28. Synergy scores: CSS=1.97, Synergy_ZIP=-0.685, Synergy_Bliss=-2.58, Synergy_Loewe=-1.97, Synergy_HSA=-2.63.